Dataset: NCI-60 drug combinations with 297,098 pairs across 59 cell lines. Task: Regression. Given two drug SMILES strings and cell line genomic features, predict the synergy score measuring deviation from expected non-interaction effect. Drug 1: CC1C(C(CC(O1)OC2CC(CC3=C2C(=C4C(=C3O)C(=O)C5=C(C4=O)C(=CC=C5)OC)O)(C(=O)CO)O)N)O.Cl. Drug 2: CC1=CC2C(CCC3(C2CCC3(C(=O)C)OC(=O)C)C)C4(C1=CC(=O)CC4)C. Cell line: MDA-MB-231. Synergy scores: CSS=2.37, Synergy_ZIP=0.727, Synergy_Bliss=6.12, Synergy_Loewe=1.43, Synergy_HSA=2.51.